From a dataset of Peptide-MHC class II binding affinity with 134,281 pairs from IEDB. Regression. Given a peptide amino acid sequence and an MHC pseudo amino acid sequence, predict their binding affinity value. This is MHC class II binding data. (1) The peptide sequence is NCVLKKSTNGLRIKS. The MHC is HLA-DPA10201-DPB10501 with pseudo-sequence HLA-DPA10201-DPB10501. The binding affinity (normalized) is 0.405. (2) The peptide sequence is FVGYLKPTTFMLKYD. The MHC is DRB1_0101 with pseudo-sequence DRB1_0101. The binding affinity (normalized) is 0.984.